From a dataset of Forward reaction prediction with 1.9M reactions from USPTO patents (1976-2016). Predict the product of the given reaction. Given the reactants [NH:1]1[CH2:4][CH2:3][CH2:2]1.C(=O)([O-])[O-].[Cs+].[Cs+].[CH3:11][C:12]1[N:20]2[C:15]([C:16](N3C=NC=N3)=[N:17][CH:18]=[N:19]2)=[C:14]([C:26]2[CH:27]=[N:28][N:29]([CH3:38])[C:30]=2[C:31]2[CH:36]=[CH:35][C:34]([CH3:37])=[CH:33][CH:32]=2)[N:13]=1, predict the reaction product. The product is: [N:1]1([C:16]2[C:15]3=[C:14]([C:26]4[CH:27]=[N:28][N:29]([CH3:38])[C:30]=4[C:31]4[CH:36]=[CH:35][C:34]([CH3:37])=[CH:33][CH:32]=4)[N:13]=[C:12]([CH3:11])[N:20]3[N:19]=[CH:18][N:17]=2)[CH2:4][CH2:3][CH2:2]1.